Dataset: Peptide-MHC class II binding affinity with 134,281 pairs from IEDB. Task: Regression. Given a peptide amino acid sequence and an MHC pseudo amino acid sequence, predict their binding affinity value. This is MHC class II binding data. (1) The peptide sequence is AFKVQATAANAAPAN. The MHC is DRB1_0901 with pseudo-sequence DRB1_0901. The binding affinity (normalized) is 0.620. (2) The peptide sequence is TNHLSKCQFDHVNTL. The MHC is DRB1_0401 with pseudo-sequence DRB1_0401. The binding affinity (normalized) is 0.136. (3) The peptide sequence is PVGEIYKRWIIMGLN. The MHC is DRB1_1501 with pseudo-sequence DRB1_1501. The binding affinity (normalized) is 0.467.